From a dataset of Forward reaction prediction with 1.9M reactions from USPTO patents (1976-2016). Predict the product of the given reaction. (1) The product is: [CH:3]1([CH2:1][O:4][C:12]2[C:21]3[C:16](=[CH:17][CH:18]=[C:19]([S:22][C:23]4[N:27]5[CH:28]=[C:29]([C:32]6[CH:33]=[N:34][N:35]([CH3:37])[CH:36]=6)[CH:30]=[CH:31][C:26]5=[N:25][N:24]=4)[CH:20]=3)[N:15]=[CH:14][C:13]=2[C:38]2[CH:39]=[N:40][N:41]([CH3:43])[CH:42]=2)[CH2:6][CH2:5]1. Given the reactants [CH:1]([OH:4])([CH3:3])C.[CH3:5][C:6](C)([O-])C.[Na+].Cl[C:12]1[C:21]2[C:16](=[CH:17][CH:18]=[C:19]([S:22][C:23]3[N:27]4[CH:28]=[C:29]([C:32]5[CH:33]=[N:34][N:35]([CH3:37])[CH:36]=5)[CH:30]=[CH:31][C:26]4=[N:25][N:24]=3)[CH:20]=2)[N:15]=[CH:14][C:13]=1[C:38]1[CH:39]=[N:40][N:41]([CH3:43])[CH:42]=1, predict the reaction product. (2) Given the reactants [CH:1]12[CH2:10][CH:5]3[CH2:6][CH:7]([CH2:9][CH:3]([CH2:4]3)[CH:2]1[NH:11][C:12]([C:14]1[CH:15]=[N:16][N:17]([CH3:20])[C:18]=1Cl)=[O:13])[CH2:8]2.[NH:21]1[CH2:26][CH2:25][O:24][CH2:23][CH2:22]1, predict the reaction product. The product is: [CH:1]12[CH2:10][CH:5]3[CH2:6][CH:7]([CH2:9][CH:3]([CH2:4]3)[CH:2]1[NH:11][C:12]([C:14]1[CH:15]=[N:16][N:17]([CH3:20])[C:18]=1[N:21]1[CH2:26][CH2:25][O:24][CH2:23][CH2:22]1)=[O:13])[CH2:8]2. (3) The product is: [Cl:15][C:6]1[CH:5]=[C:4]([C:1]#[N:2])[CH:13]=[C:12]([F:14])[C:7]=1[C:8]([O:10][CH3:11])=[O:9]. Given the reactants [C:1]([C:4]1[CH:13]=[C:12]([F:14])[C:7]([C:8]([O:10][CH3:11])=[O:9])=[C:6]([Cl:15])[CH:5]=1)(=O)[NH2:2].N1C=CC=CC=1.FC(F)(F)C(OC(=O)C(F)(F)F)=O, predict the reaction product. (4) Given the reactants [O:1]=[CH:2][C:3]1[CH:12]=[CH:11][C:9]([OH:10])=[C:5]([O:6][CH2:7][CH3:8])[CH:4]=1.N1C=CC=CC=1.[CH2:19]([O:21][C:22](=[O:28])[CH:23]=[CH:24][C:25](Cl)=[O:26])[CH3:20], predict the reaction product. The product is: [C:25]([O:10][C:9]1[CH:11]=[CH:12][C:3]([CH:2]=[O:1])=[CH:4][C:5]=1[O:6][CH2:7][CH3:8])(=[O:26])/[CH:24]=[CH:23]/[C:22]([O:21][CH2:19][CH3:20])=[O:28]. (5) Given the reactants [F:1][C:2]1[CH:3]=[C:4]([NH:18][C:19](=[O:25])[O:20][C:21]([CH3:24])([CH3:23])[CH3:22])[CH:5]=[CH:6][C:7]=1[O:8][C:9]1[CH:14]=[CH:13][C:12]([N+:15]([O-])=O)=[CH:11][N:10]=1, predict the reaction product. The product is: [NH2:15][C:12]1[CH:13]=[CH:14][C:9]([O:8][C:7]2[CH:6]=[CH:5][C:4]([NH:18][C:19](=[O:25])[O:20][C:21]([CH3:22])([CH3:23])[CH3:24])=[CH:3][C:2]=2[F:1])=[N:10][CH:11]=1.